From a dataset of Forward reaction prediction with 1.9M reactions from USPTO patents (1976-2016). Predict the product of the given reaction. (1) Given the reactants [F:1][C:2]1[N:12]=[CH:11][C:5]2[NH:6][C:7](=O)[N:8]=[CH:9][C:4]=2[CH:3]=1.S(Cl)(Cl)=O.[Cl:17][C:18]1[CH:19]=[C:20]([CH:22]=[CH:23][C:24]=1[O:25][CH2:26][C:27]1[CH:32]=[CH:31][CH:30]=[C:29]([Cl:33])[CH:28]=1)[NH2:21], predict the reaction product. The product is: [Cl:17][C:18]1[CH:19]=[C:20]([NH:21][C:9]2[C:4]3[CH:3]=[C:2]([F:1])[N:12]=[CH:11][C:5]=3[N:6]=[CH:7][N:8]=2)[CH:22]=[CH:23][C:24]=1[O:25][CH2:26][C:27]1[CH:32]=[CH:31][CH:30]=[C:29]([Cl:33])[CH:28]=1. (2) Given the reactants [Cl:1][C:2]1[CH:3]=[C:4]([NH:19][C:20]2[C:30]3[CH:29]=[C:28]([CH:31]=O)[CH2:27][CH2:26][NH:25][C:24]=3[N:23]=[CH:22][N:21]=2)[CH:5]=[CH:6][C:7]=1[O:8][C:9]1[CH:14]=[CH:13][CH:12]=[C:11]([C:15]([F:18])([F:17])[F:16])[CH:10]=1.Cl.[NH2:34][CH2:35][CH2:36][S:37]([C:40]([CH3:44])([CH3:43])[CH2:41][OH:42])(=[O:39])=[O:38].C(O[BH-](OC(=O)C)OC(=O)C)(=O)C.[Na+].C(=O)([O-])O.[Na+], predict the reaction product. The product is: [Cl:1][C:2]1[CH:3]=[C:4]([NH:19][C:20]2[C:30]3[CH:29]=[C:28]([CH2:31][NH:34][CH2:35][CH2:36][S:37]([C:40]([CH3:44])([CH3:43])[CH2:41][OH:42])(=[O:39])=[O:38])[CH2:27][CH2:26][NH:25][C:24]=3[N:23]=[CH:22][N:21]=2)[CH:5]=[CH:6][C:7]=1[O:8][C:9]1[CH:14]=[CH:13][CH:12]=[C:11]([C:15]([F:17])([F:18])[F:16])[CH:10]=1.